This data is from Full USPTO retrosynthesis dataset with 1.9M reactions from patents (1976-2016). The task is: Predict the reactants needed to synthesize the given product. (1) Given the product [Cl:29][C:30]1[CH:31]=[C:32]([CH:52]=[C:53]([O:55][C:56]([F:58])([F:57])[F:59])[CH:54]=1)[O:33][CH2:34][C:35]1[C:47]([CH:48]2[CH2:49][CH2:50]2)=[CH:46][C:38]([C:39]([OH:41])=[O:40])=[C:37]([F:51])[CH:36]=1, predict the reactants needed to synthesize it. The reactants are: ClC1C(OC2C=CC(OC(F)(F)F)=C(Cl)C=2)=CC(F)=C(C=1)C(OC(C)(C)C)=O.[Cl:29][C:30]1[CH:31]=[C:32]([CH:52]=[C:53]([O:55][C:56]([F:59])([F:58])[F:57])[CH:54]=1)[O:33][CH2:34][C:35]1[C:47]([CH:48]2[CH2:50][CH2:49]2)=[CH:46][C:38]([C:39]([O:41]C(C)(C)C)=[O:40])=[C:37]([F:51])[CH:36]=1. (2) The reactants are: [Cl:1][C:2]1[C:7]([F:8])=[C:6]([F:9])[CH:5]=[CH:4][C:3]=1[CH2:10][NH:11][C:12](=[O:20])[CH2:13][C:14]1[N:18]([CH3:19])[N:17]=[CH:16][CH:15]=1.[B-](F)(F)(F)[F:22].[B-](F)(F)(F)F.C1[N+]2(CCl)CC[N+](F)(CC2)C1. Given the product [Cl:1][C:2]1[C:7]([F:8])=[C:6]([F:9])[CH:5]=[CH:4][C:3]=1[CH2:10][NH:11][C:12](=[O:20])[CH2:13][C:14]1[N:18]([CH3:19])[N:17]=[CH:16][C:15]=1[F:22], predict the reactants needed to synthesize it.